This data is from Catalyst prediction with 721,799 reactions and 888 catalyst types from USPTO. The task is: Predict which catalyst facilitates the given reaction. (1) Reactant: [S:1]1[CH:5]=[CH:4][CH:3]=[C:2]1[C:6](Cl)=[O:7].[CH3:9][N:10]1[C:19]2[C:14](=[CH:15][C:16]([CH3:20])=[CH:17][CH:18]=2)[C:13]([N:21]2[CH2:26][CH2:25][NH:24][CH2:23][CH2:22]2)=[C:12]([C:27]#[N:28])[C:11]1=[O:29]. Product: [CH3:9][N:10]1[C:19]2[C:14](=[CH:15][C:16]([CH3:20])=[CH:17][CH:18]=2)[C:13]([N:21]2[CH2:26][CH2:25][N:24]([C:6]([C:2]3[S:1][CH:5]=[CH:4][CH:3]=3)=[O:7])[CH2:23][CH2:22]2)=[C:12]([C:27]#[N:28])[C:11]1=[O:29]. The catalyst class is: 17. (2) Reactant: F[C:2](F)(F)[C:3]([OH:5])=O.[CH3:8][N:9]([CH3:30])[CH:10]1[CH2:15][CH2:14][CH:13]([O:16][C:17]2[CH:18]=[CH:19][CH:20]=[C:21]3[C:29]=2[C:28]2[CH2:27][NH:26][CH2:25][CH2:24][C:23]=2[S:22]3)[CH2:12][CH2:11]1.C(Cl)(=O)C. Product: [CH3:8][N:9]([CH3:30])[CH:10]1[CH2:15][CH2:14][CH:13]([O:16][C:17]2[CH:18]=[CH:19][CH:20]=[C:21]3[C:29]=2[C:28]2[CH2:27][N:26]([C:3](=[O:5])[CH3:2])[CH2:25][CH2:24][C:23]=2[S:22]3)[CH2:12][CH2:11]1. The catalyst class is: 4. (3) Reactant: [N:1]([CH2:4][C:5]([NH:7][CH:8]([CH2:13][S:14][CH2:15][C:16]1[CH:21]=[CH:20][CH:19]=[C:18]([O:22][CH2:23][CH2:24][O:25][S:26]([C:29]2[CH:35]=[CH:34][C:32]([CH3:33])=[CH:31][CH:30]=2)(=[O:28])=[O:27])[CH:17]=1)[C:9]([O:11][CH3:12])=[O:10])=[O:6])=[N+:2]=[N-:3].[CH3:36][C:37]([O:40][C:41](O[C:41]([O:40][C:37]([CH3:39])([CH3:38])[CH3:36])=[O:42])=[O:42])([CH3:39])[CH3:38]. Product: [CH3:12][O:11][C:9](=[O:10])[CH:8]([N:7]([C:41]([O:40][C:37]([CH3:39])([CH3:38])[CH3:36])=[O:42])[C:5](=[O:6])[CH2:4][N:1]=[N+:2]=[N-:3])[CH2:13][S:14][CH2:15][C:16]1[CH:21]=[CH:20][CH:19]=[C:18]([O:22][CH2:23][CH2:24][O:25][S:26]([C:29]2[CH:30]=[CH:31][C:32]([CH3:33])=[CH:34][CH:35]=2)(=[O:27])=[O:28])[CH:17]=1. The catalyst class is: 616. (4) Reactant: [CH3:1][O:2][C:3]1[CH:8]=[CH:7][CH:6]=[CH:5][C:4]=1[NH:9][C:10]1[N:32]=[C:13]2[CH:14]=[CH:15][C:16]([C:18]3[CH:19]=[C:20]([NH:24]C(=O)OC(C)(C)C)[CH:21]=[CH:22][CH:23]=3)=[CH:17][N:12]2[N:11]=1.COC1C=CC=C(OC)C=1.C(O)(C(F)(F)F)=O.[OH-].[Na+]. Product: [NH2:24][C:20]1[CH:19]=[C:18]([C:16]2[CH:15]=[CH:14][C:13]3[N:12]([N:11]=[C:10]([NH:9][C:4]4[CH:5]=[CH:6][CH:7]=[CH:8][C:3]=4[O:2][CH3:1])[N:32]=3)[CH:17]=2)[CH:23]=[CH:22][CH:21]=1. The catalyst class is: 2. (5) Reactant: [F:1][CH:2]([F:41])[C:3]([NH:5][CH2:6][CH2:7][N:8]1[C:13]2[CH:14]=[C:15]([C:19]([N:21]([CH:35]([CH3:37])[CH3:36])[C@@H:22]3[CH2:27][CH2:26][CH2:25][N:24](C(OC(C)(C)C)=O)[CH2:23]3)=[O:20])[C:16]([CH3:18])=[CH:17][C:12]=2[S:11][C:10]([CH3:39])([CH3:38])[C:9]1=[O:40])=[O:4].[ClH:42].O1CCOCC1. Product: [ClH:42].[F:41][CH:2]([F:1])[C:3]([NH:5][CH2:6][CH2:7][N:8]1[C:13]2[CH:14]=[C:15]([C:19]([N:21]([CH:35]([CH3:36])[CH3:37])[C@@H:22]3[CH2:27][CH2:26][CH2:25][NH:24][CH2:23]3)=[O:20])[C:16]([CH3:18])=[CH:17][C:12]=2[S:11][C:10]([CH3:39])([CH3:38])[C:9]1=[O:40])=[O:4]. The catalyst class is: 22. (6) Reactant: [F:1][C:2]([F:23])([F:22])[C:3]1[CH:8]=[CH:7][C:6]([CH2:9][CH2:10][NH:11][C:12]2[CH:13]=[N:14][C:15]([C:18]([F:21])([F:20])[F:19])=[CH:16][CH:17]=2)=[CH:5][CH:4]=1.[C:24]([C:32](O)=[O:33])(=[O:31])[C:25]1[CH:30]=[CH:29][CH:28]=[CH:27][CH:26]=1.C(Cl)CCl. Product: [O:31]=[C:24]([C:25]1[CH:30]=[CH:29][CH:28]=[CH:27][CH:26]=1)[C:32]([N:11]([CH2:10][CH2:9][C:6]1[CH:5]=[CH:4][C:3]([C:2]([F:1])([F:22])[F:23])=[CH:8][CH:7]=1)[C:12]1[CH:13]=[N:14][C:15]([C:18]([F:21])([F:20])[F:19])=[CH:16][CH:17]=1)=[O:33]. The catalyst class is: 2.